From a dataset of Forward reaction prediction with 1.9M reactions from USPTO patents (1976-2016). Predict the product of the given reaction. Given the reactants [CH2:1]([C:3]1([CH2:13][CH3:14])[C:11]2[C:10]([OH:12])=[CH:9][CH:8]=[CH:7][C:6]=2[CH2:5][O:4]1)[CH3:2].CN(C=O)C.Cl[C:21]1[CH:26]=[CH:25][C:24]([N+:27]([O-])=O)=[CH:23][N:22]=1.[Cl-].[NH4+], predict the reaction product. The product is: [CH2:13]([C:3]1([CH2:1][CH3:2])[C:11]2[C:6](=[CH:7][CH:8]=[CH:9][C:10]=2[O:12][C:21]2[N:22]=[CH:23][C:24]([NH2:27])=[CH:25][CH:26]=2)[CH2:5][O:4]1)[CH3:14].